Dataset: Reaction yield outcomes from USPTO patents with 853,638 reactions. Task: Predict the reaction yield, written as a fraction of the theoretical maximum amount of product (1.0 means a 100% yield; for example, 0.34 means a 34% yield). (1) The reactants are [CH3:1][C:2]1[N:11]([CH2:12][CH2:13][C:14]2[CH:19]=[CH:18][CH:17]=[CH:16][CH:15]=2)[C:10](=[O:20])[C:9]2[C:4](=[CH:5][CH:6]=[CH:7][CH:8]=2)[N:3]=1.[CH:21](=O)[C:22]1[CH:27]=[CH:26][CH:25]=[CH:24][CH:23]=1. No catalyst specified. The product is [CH2:12]([N:11]1[C:10](=[O:20])[C:9]2[C:4](=[CH:5][CH:6]=[CH:7][CH:8]=2)[N:3]=[C:2]1[CH:1]=[CH:21][C:22]1[CH:27]=[CH:26][CH:25]=[CH:24][CH:23]=1)[CH2:13][C:14]1[CH:19]=[CH:18][CH:17]=[CH:16][CH:15]=1. The yield is 0.500. (2) The reactants are [C:1]([O:4][C@H:5]1[C@H:9]([O:10][C:11](=[O:13])[CH3:12])[C@@H:8]([CH2:14][O:15][Si](C(C)C)(C(C)C)C(C)C)[O:7][C@H:6]1[N:26]1[CH:34]=[N:33][C:32]2[C:27]1=[N:28][CH:29]=[N:30][C:31]=2[NH:35][C@@H:36]1[C:44]2[C:39](=[CH:40][CH:41]=[CH:42][CH:43]=2)[CH2:38][CH2:37]1)(=[O:3])[CH3:2].F. The catalyst is N1C=CC=CC=1.O1CCCC1. The product is [C:1]([O:4][C@H:5]1[C@H:9]([O:10][C:11](=[O:13])[CH3:12])[C@@H:8]([CH2:14][OH:15])[O:7][C@H:6]1[N:26]1[CH:34]=[N:33][C:32]2[C:27]1=[N:28][CH:29]=[N:30][C:31]=2[NH:35][C@@H:36]1[C:44]2[C:39](=[CH:40][CH:41]=[CH:42][CH:43]=2)[CH2:38][CH2:37]1)(=[O:3])[CH3:2]. The yield is 0.820.